Dataset: NCI-60 drug combinations with 297,098 pairs across 59 cell lines. Task: Regression. Given two drug SMILES strings and cell line genomic features, predict the synergy score measuring deviation from expected non-interaction effect. (1) Drug 1: C1=NNC2=C1C(=O)NC=N2. Drug 2: C1CCC(C(C1)N)N.C(=O)(C(=O)[O-])[O-].[Pt+4]. Cell line: CCRF-CEM. Synergy scores: CSS=29.5, Synergy_ZIP=-4.04, Synergy_Bliss=2.26, Synergy_Loewe=-9.50, Synergy_HSA=3.68. (2) Drug 1: CN1CCC(CC1)COC2=C(C=C3C(=C2)N=CN=C3NC4=C(C=C(C=C4)Br)F)OC. Drug 2: COCCOC1=C(C=C2C(=C1)C(=NC=N2)NC3=CC=CC(=C3)C#C)OCCOC.Cl. Cell line: HOP-62. Synergy scores: CSS=5.54, Synergy_ZIP=-0.264, Synergy_Bliss=5.72, Synergy_Loewe=3.94, Synergy_HSA=4.11. (3) Drug 1: CCC1(CC2CC(C3=C(CCN(C2)C1)C4=CC=CC=C4N3)(C5=C(C=C6C(=C5)C78CCN9C7C(C=CC9)(C(C(C8N6C=O)(C(=O)OC)O)OC(=O)C)CC)OC)C(=O)OC)O.OS(=O)(=O)O. Drug 2: C(CN)CNCCSP(=O)(O)O. Cell line: SK-OV-3. Synergy scores: CSS=-0.0155, Synergy_ZIP=-1.52, Synergy_Bliss=-2.49, Synergy_Loewe=-4.61, Synergy_HSA=-5.15. (4) Drug 1: C1CN1C2=NC(=NC(=N2)N3CC3)N4CC4. Drug 2: C1CNP(=O)(OC1)N(CCCl)CCCl. Cell line: MDA-MB-435. Synergy scores: CSS=17.4, Synergy_ZIP=-3.63, Synergy_Bliss=-0.546, Synergy_Loewe=-45.0, Synergy_HSA=0.716. (5) Drug 1: C1CC(=O)NC(=O)C1N2CC3=C(C2=O)C=CC=C3N. Drug 2: CC1=C2C(C(=O)C3(C(CC4C(C3C(C(C2(C)C)(CC1OC(=O)C(C(C5=CC=CC=C5)NC(=O)OC(C)(C)C)O)O)OC(=O)C6=CC=CC=C6)(CO4)OC(=O)C)O)C)O. Cell line: CAKI-1. Synergy scores: CSS=41.6, Synergy_ZIP=1.66, Synergy_Bliss=0.737, Synergy_Loewe=-12.3, Synergy_HSA=3.11. (6) Drug 1: CNC(=O)C1=CC=CC=C1SC2=CC3=C(C=C2)C(=NN3)C=CC4=CC=CC=N4. Drug 2: CN(C(=O)NC(C=O)C(C(C(CO)O)O)O)N=O. Cell line: PC-3. Synergy scores: CSS=-2.08, Synergy_ZIP=0.000529, Synergy_Bliss=-3.63, Synergy_Loewe=-5.95, Synergy_HSA=-5.95.